Dataset: Full USPTO retrosynthesis dataset with 1.9M reactions from patents (1976-2016). Task: Predict the reactants needed to synthesize the given product. (1) Given the product [NH2:5][CH2:4][C:3]1[CH:6]=[C:7]([C:10]([F:12])([F:13])[F:11])[CH:8]=[CH:9][C:2]=1[NH2:1], predict the reactants needed to synthesize it. The reactants are: [NH2:1][C:2]1[CH:9]=[CH:8][C:7]([C:10]([F:13])([F:12])[F:11])=[CH:6][C:3]=1[C:4]#[N:5].[H][H].C(OCC)(=O)C.CCCCCC. (2) The reactants are: [N:1]1([C:7]2[O:8][C:9]3[C:17]([OH:18])=[CH:16][CH:15]=[CH:14][C:10]=3[C:11](=[O:13])[CH:12]=2)[CH2:6][CH2:5][O:4][CH2:3][CH2:2]1.[F:19][C:20]1[CH:25]=[CH:24][C:23](B(O)O)=[C:22]([CH3:29])[CH:21]=1.C(N(CC)CC)C. Given the product [N:1]1([C:7]2[O:8][C:9]3[C:17]([O:18][C:23]4[CH:24]=[CH:25][C:20]([F:19])=[CH:21][C:22]=4[CH3:29])=[CH:16][CH:15]=[CH:14][C:10]=3[C:11](=[O:13])[CH:12]=2)[CH2:2][CH2:3][O:4][CH2:5][CH2:6]1, predict the reactants needed to synthesize it. (3) Given the product [OH:20][CH2:19][C:18]1[CH:21]=[CH:22][CH:23]=[CH:24][C:17]=1[NH:16][C:9](=[O:10])[O:11][C:12]([CH3:13])([CH3:14])[CH3:15], predict the reactants needed to synthesize it. The reactants are: [C:9](O[C:9]([O:11][C:12]([CH3:15])([CH3:14])[CH3:13])=[O:10])([O:11][C:12]([CH3:15])([CH3:14])[CH3:13])=[O:10].[NH2:16][C:17]1[CH:24]=[CH:23][CH:22]=[CH:21][C:18]=1[CH2:19][OH:20]. (4) Given the product [Cl:1][C:2]1[C:9]([Cl:10])=[CH:8][CH:7]=[C:6]([N+:11]([O-:13])=[O:12])[C:3]=1[CH:4]=[O:5], predict the reactants needed to synthesize it. The reactants are: [Cl:1][C:2]1[C:9]([Cl:10])=[CH:8][CH:7]=[CH:6][C:3]=1[CH:4]=[O:5].[N+:11]([O-])([OH:13])=[O:12]. (5) The reactants are: [CH:1]([C:3]1[CH:17]=[C:16]([N+:18]([O-:20])=[O:19])[CH:15]=[CH:14][C:4]=1[N:5]([CH2:7][CH2:8][CH2:9][CH2:10][C:11]([OH:13])=[O:12])[CH3:6])=O.[C:21](=O)([O-])[O-].[K+].[K+].CI.CN(C=O)C.C(=O)(OC)OC.C[O-].[Na+].Cl. Given the product [CH3:21][O:13][C:11]([C:10]1[CH2:9][CH2:8][CH2:7][N:5]([CH3:6])[C:4]2[CH:14]=[CH:15][C:16]([N+:18]([O-:20])=[O:19])=[CH:17][C:3]=2[CH:1]=1)=[O:12], predict the reactants needed to synthesize it. (6) Given the product [CH3:1][O:2][C:3]1([C:10]2[CH:17]=[CH:16][C:15]([C:18]([F:21])([F:20])[F:19])=[CH:14][C:11]=2[CH2:12][NH:28][C:25]2[N:26]=[N:27][N:23]([CH3:22])[N:24]=2)[CH2:9][CH2:8][CH2:7][CH2:6][CH2:5][CH2:4]1, predict the reactants needed to synthesize it. The reactants are: [CH3:1][O:2][C:3]1([C:10]2[CH:17]=[CH:16][C:15]([C:18]([F:21])([F:20])[F:19])=[CH:14][C:11]=2[CH:12]=O)[CH2:9][CH2:8][CH2:7][CH2:6][CH2:5][CH2:4]1.[CH3:22][N:23]1[N:27]=[N:26][C:25]([NH2:28])=[N:24]1.C(O)C.[BH4-].[Na+]. (7) Given the product [Br:27][CH2:26][CH2:2][CH2:3][C:4]1[C:8]2[CH:9]=[CH:10][CH:11]=[CH:12][C:7]=2[O:6][CH:5]=1, predict the reactants needed to synthesize it. The reactants are: Br[CH2:2][CH2:3][C:4]1[C:8]2[CH:9]=[CH:10][CH:11]=[CH:12][C:7]=2[O:6][CH:5]=1.O1C2C=CC=CC=2C(CCCO)=C1.[C:26](Br)(Br)(Br)[Br:27].C1(P(C2C=CC=CC=2)C2C=CC=CC=2)C=CC=CC=1. (8) Given the product [C:18]([O:17][C:15]([N:22]1[CH2:27][CH2:26][N:25]([C:28]2[N:29]=[CH:30][C:31]([C:2]3[NH:3][C:4](=[O:14])[C:5]4[C:10]([CH:11]=3)=[C:9]([O:12][CH3:13])[CH:8]=[CH:7][CH:6]=4)=[CH:32][N:33]=2)[CH2:24][CH2:23]1)=[O:16])([CH3:21])([CH3:19])[CH3:20], predict the reactants needed to synthesize it. The reactants are: Cl[C:2]1[NH:3][C:4](=[O:14])[C:5]2[C:10]([CH:11]=1)=[C:9]([O:12][CH3:13])[CH:8]=[CH:7][CH:6]=2.[C:15]([N:22]1[CH2:27][CH2:26][N:25]([C:28]2[N:33]=[CH:32][C:31](B3OC(C)(C)C(C)(C)O3)=[CH:30][N:29]=2)[CH2:24][CH2:23]1)([O:17][C:18]([CH3:21])([CH3:20])[CH3:19])=[O:16].C([O-])([O-])=O.[K+].[K+]. (9) Given the product [F:29][C:30]1[CH:31]=[C:32]([CH:36]=[C:37]([F:39])[CH:38]=1)[C:33]([NH:1][CH2:2][C:3](=[O:4])[N:5]1[CH2:9][CH2:8][CH:7]([N:10]2[CH2:11][CH2:12][CH:13]([C:16]3[CH:17]=[CH:18][CH:19]=[CH:20][CH:21]=3)[CH2:14][CH2:15]2)[CH2:6]1)=[O:34], predict the reactants needed to synthesize it. The reactants are: [NH2:1][CH2:2][C:3]([N:5]1[CH2:9][CH2:8][CH:7]([N:10]2[CH2:15][CH2:14][CH:13]([C:16]3[CH:21]=[CH:20][CH:19]=[CH:18][CH:17]=3)[CH2:12][CH2:11]2)[CH2:6]1)=[O:4].C(N(CC)CC)C.[F:29][C:30]1[CH:31]=[C:32]([CH:36]=[C:37]([F:39])[CH:38]=1)[C:33](Cl)=[O:34]. (10) Given the product [Cl:23][C:24]1[CH:25]=[C:26]2[C:30](=[CH:31][CH:32]=1)[N:29]([CH3:33])[C:28]([C:34]1[CH:35]=[CH:36][C:37]([Cl:40])=[CH:38][CH:39]=1)=[C:27]2[CH2:41][C:42](=[O:58])[CH2:43][N:44]1[CH2:49][CH2:48][C:47]([CH2:51][C:52]2[CH:53]=[CH:54][CH:55]=[CH:56][CH:57]=2)([OH:50])[CH2:46][CH2:45]1, predict the reactants needed to synthesize it. The reactants are: CC(OI1(OC(C)=O)(OC(C)=O)OC(=O)C2C1=CC=CC=2)=O.[Cl:23][C:24]1[CH:25]=[C:26]2[C:30](=[CH:31][CH:32]=1)[N:29]([CH3:33])[C:28]([C:34]1[CH:39]=[CH:38][C:37]([Cl:40])=[CH:36][CH:35]=1)=[C:27]2[CH2:41][CH:42]([OH:58])[CH2:43][N:44]1[CH2:49][CH2:48][C:47]([CH2:51][C:52]2[CH:57]=[CH:56][CH:55]=[CH:54][CH:53]=2)([OH:50])[CH2:46][CH2:45]1.C(=O)([O-])[O-].[Na+].[Na+].O.